Dataset: Reaction yield outcomes from USPTO patents with 853,638 reactions. Task: Predict the reaction yield, written as a fraction of the theoretical maximum amount of product (1.0 means a 100% yield; for example, 0.34 means a 34% yield). (1) The reactants are [CH3:1][C:2]([O:5][C:6]([N:8]1[CH2:13][CH2:12][CH2:11][CH2:10][C@H:9]1[CH2:14][C:15]([OH:17])=[O:16])=[O:7])([CH3:4])[CH3:3].[CH3:18]CN(C(C)C)C(C)C.CN(C(ON1N=NC2C=CC=CC1=2)=[N+](C)C)C.[B-](F)(F)(F)F.CO. The catalyst is CN(C=O)C.[Cl-].[Na+].O. The product is [CH3:18][O:16][C:15](=[O:17])[CH2:14][C@@H:9]1[CH2:10][CH2:11][CH2:12][CH2:13][N:8]1[C:6]([O:5][C:2]([CH3:1])([CH3:3])[CH3:4])=[O:7]. The yield is 0.950. (2) The reactants are [CH2:1]([O:3][C:4]([C:6]1[CH:11]=[CH:10][CH:9]=[CH:8][C:7]=1B(O)O)=[O:5])[CH3:2].C[O:16][C:17]1C=CC=C(OC)[C:22]=1C1C=CC=CC=1P(C1CCCCC1)C1CCCCC1.[O-:44]P([O-])([O-])=O.[K+].[K+].[K+].Br[C:53]1[C:57](Br)=[CH:56][S:55][CH:54]=1.[C:59]1([CH3:65])[CH:64]=[CH:63][CH:62]=[CH:61][CH:60]=1. The catalyst is C(Cl)Cl.C1C=CC(/C=C/C(/C=C/C2C=CC=CC=2)=O)=CC=1.C1C=CC(/C=C/C(/C=C/C2C=CC=CC=2)=O)=CC=1.C1C=CC(/C=C/C(/C=C/C2C=CC=CC=2)=O)=CC=1.[Pd].[Pd]. The product is [S:55]1[CH:56]=[C:57]([C:7]2[CH:8]=[CH:9][CH:10]=[CH:11][C:6]=2[C:4]([O:3][CH2:1][CH3:2])=[O:5])[C:53]([C:60]2[CH:61]=[CH:62][CH:63]=[CH:64][C:59]=2[C:65]([O:16][CH2:17][CH3:22])=[O:44])=[CH:54]1. The yield is 1.00. (3) The reactants are [F:1][C:2]([F:16])([C:8]1[CH:13]=[CH:12][CH:11]=[CH:10][C:9]=1[O:14][CH3:15])[C:3]([O:5]CC)=[O:4].CO.O.O.[OH-].[Li+]. The catalyst is O1CCCC1. The product is [F:1][C:2]([F:16])([C:8]1[CH:13]=[CH:12][CH:11]=[CH:10][C:9]=1[O:14][CH3:15])[C:3]([OH:5])=[O:4]. The yield is 0.790. (4) The reactants are C(P(C(C)(C)C)C(C)(C)C)(C)(C)C.Br[C:15]1[CH:16]=[CH:17][C:18]2[N:23]([CH:24]3[CH2:28][CH2:27][N:26]([C:29]([O:31][C:32]([CH3:35])([CH3:34])[CH3:33])=[O:30])[CH2:25]3)[CH2:22][CH2:21][S:20][C:19]=2[CH:36]=1.[Li+].C[Si]([N-:42][Si](C)(C)C)(C)C.CCCC[N+](CCCC)(CCCC)CCCC.[F-]. The catalyst is C1COCC1.C1C=CC(/C=C/C(/C=C/C2C=CC=CC=2)=O)=CC=1.C1C=CC(/C=C/C(/C=C/C2C=CC=CC=2)=O)=CC=1.C1C=CC(/C=C/C(/C=C/C2C=CC=CC=2)=O)=CC=1.[Pd].[Pd]. The product is [NH2:42][C:15]1[CH:16]=[CH:17][C:18]2[N:23]([CH:24]3[CH2:28][CH2:27][N:26]([C:29]([O:31][C:32]([CH3:35])([CH3:34])[CH3:33])=[O:30])[CH2:25]3)[CH2:22][CH2:21][S:20][C:19]=2[CH:36]=1. The yield is 0.830. (5) The reactants are [CH2:1]([O:3][C:4](=[O:9])[CH2:5][C:6](=[O:8])[CH3:7])[CH3:2].[Br:10]Br.O=O. The catalyst is C(Cl)(Cl)Cl. The product is [CH2:1]([O:3][C:4](=[O:9])[CH2:5][C:6](=[O:8])[CH2:7][Br:10])[CH3:2]. The yield is 0.450. (6) The reactants are COC(=O)[O:4][C:5]1[CH:10]=[C:9]([N+:11]([O-:13])=[O:12])[C:8]([C:14]([CH3:17])([CH3:16])[CH3:15])=[CH:7][C:6]=1[C:18]([CH3:21])([CH3:20])[CH3:19].COC(=O)OC1C([N+]([O-])=O)=CC(C(C)(C)C)=CC=1C(C)(C)C.[OH-].[K+].Cl. The product is [C:18]([C:6]1[CH:7]=[C:8]([C:14]([CH3:16])([CH3:15])[CH3:17])[C:9]([N+:11]([O-:13])=[O:12])=[CH:10][C:5]=1[OH:4])([CH3:19])([CH3:20])[CH3:21]. The yield is 0.290. The catalyst is CO. (7) The reactants are [C:1]([O:5][C:6]([NH:8][C@H:9]([CH:13]([OH:24])[C:14]1[CH:19]=[CH:18][C:17]([C:20]([F:23])([F:22])[F:21])=[CH:16][CH:15]=1)[C:10]([OH:12])=[O:11])=[O:7])([CH3:4])([CH3:3])[CH3:2].COC1C=CC2N=CC=C([C@@H](O)[C@H]3N4C[C@H](C=C)[C@@H](CC4)C3)C=2C=1.CC1(C)O[C@]2(OC[C@@H]3OC(C)(C)O[C@@H]3C2=O)CO1. The catalyst is CCOCC. The product is [C:1]([O:5][C:6]([NH:8][C@@H:9]([C@H:13]([OH:24])[C:14]1[CH:15]=[CH:16][C:17]([C:20]([F:22])([F:23])[F:21])=[CH:18][CH:19]=1)[C:10]([OH:12])=[O:11])=[O:7])([CH3:4])([CH3:2])[CH3:3]. The yield is 0.680. (8) The reactants are [C:1]1([C:40]2[CH:45]=[CH:44][CH:43]=[CH:42][CH:41]=2)[CH:6]=[CH:5][C:4]([C@@:7]2([S:35][CH2:36][CH2:37][CH2:38][CH3:39])[CH2:11][N:10]([C:12](=[O:31])[C@@H:13]([NH:23][C:24]([O:26][C:27]([CH3:30])([CH3:29])[CH3:28])=[O:25])[C:14]([CH3:22])([CH3:21])[CH2:15][CH2:16][CH2:17][CH2:18][CH:19]=[CH2:20])[C@H:9]([C:32]([OH:34])=O)[CH2:8]2)=[CH:3][CH:2]=1.[NH2:46][C@:47]1([C:52]([O:54][CH2:55][CH3:56])=[O:53])[CH2:49][C@H:48]1[CH:50]=[CH2:51].P([O-])([O-])([O-])=O.N1(OC(N(C)C)=[N+](C)C)C2N=CC=CC=2N=N1.N1(OC(N(C)C)=[N+](C)C)C2N=CC=CC=2N=N1.N1(OC(N(C)C)=[N+](C)C)C2N=CC=CC=2N=N1.C(N(CC)C(C)C)(C)C. The catalyst is ClCCl.C(OCC)(=O)C. The product is [C:1]1([C:40]2[CH:45]=[CH:44][CH:43]=[CH:42][CH:41]=2)[CH:6]=[CH:5][C:4]([C@@:7]2([S:35][CH2:36][CH2:37][CH2:38][CH3:39])[CH2:11][N:10]([C:12](=[O:31])[C@@H:13]([NH:23][C:24]([O:26][C:27]([CH3:30])([CH3:29])[CH3:28])=[O:25])[C:14]([CH3:21])([CH3:22])[CH2:15][CH2:16][CH2:17][CH2:18][CH:19]=[CH2:20])[C@H:9]([C:32]([NH:46][C@:47]3([C:52]([O:54][CH2:55][CH3:56])=[O:53])[CH2:49][C@H:48]3[CH:50]=[CH2:51])=[O:34])[CH2:8]2)=[CH:3][CH:2]=1. The yield is 0.490. (9) The reactants are [CH:1]([S:14][CH2:15][C:16]([OH:18])=O)([C:8]1[CH:13]=[CH:12][CH:11]=[CH:10][CH:9]=1)[C:2]1[CH:7]=[CH:6][CH:5]=[CH:4][CH:3]=1.[CH2:19]([NH2:23])[CH2:20][CH2:21][CH3:22]. No catalyst specified. The product is [CH:1]([S:14][CH2:15][C:16]([NH:23][CH2:19][CH2:20][CH2:21][CH3:22])=[O:18])([C:2]1[CH:3]=[CH:4][CH:5]=[CH:6][CH:7]=1)[C:8]1[CH:9]=[CH:10][CH:11]=[CH:12][CH:13]=1. The yield is 0.870.